From a dataset of Full USPTO retrosynthesis dataset with 1.9M reactions from patents (1976-2016). Predict the reactants needed to synthesize the given product. (1) Given the product [F:8][C:6]1[CH:7]=[C:2]([C:21]2[CH:26]=[CH:25][N:24]=[CH:23][C:22]=2[CH3:30])[CH:3]=[C:4]([N:9]2[CH:13]=[CH:12][C:11]([C:14]3[CH:19]=[CH:18][CH:17]=[CH:16][N:15]=3)=[CH:10]2)[CH:5]=1, predict the reactants needed to synthesize it. The reactants are: Br[C:2]1[CH:3]=[C:4]([N:9]2[CH:13]=[CH:12][C:11]([C:14]3[CH:19]=[CH:18][CH:17]=[CH:16][N:15]=3)=[CH:10]2)[CH:5]=[C:6]([F:8])[CH:7]=1.C[C:21]1[CH:26]=[CH:25][N:24]=[CH:23][C:22]=1B(O)O.[C:30](=O)([O-])[O-].[K+].[K+].CO. (2) Given the product [Br:1][C:2]1[CH:3]=[CH:7][C:8]([C:11]([O:14][CH2:18][C:19]([CH:21]2[CH2:23][CH2:22]2)=[O:20])=[O:12])=[CH:9][CH:10]=1, predict the reactants needed to synthesize it. The reactants are: [Br:1][C:2]1[CH:10]=[CH:9][CH:8]=[CH:7][C:3]=1C(O)=O.[C:11]([O-:14])([O-])=[O:12].[Na+].[Na+].Br[CH2:18][C:19]([CH:21]1[CH2:23][CH2:22]1)=[O:20].O. (3) Given the product [F:1][C:2]1[CH:7]=[C:6]([N:32]2[C:12]([CH3:13])=[C:11]([C:10]([O:15][CH2:16][CH3:17])=[O:14])[N:34]=[N:33]2)[CH:5]=[C:4]([F:9])[CH:3]=1, predict the reactants needed to synthesize it. The reactants are: [F:1][C:2]1[CH:7]=[C:6](I)[CH:5]=[C:4]([F:9])[CH:3]=1.[C:10]([O:15][CH2:16][CH3:17])(=[O:14])[C:11]#[C:12][CH3:13].N1CCC[C@H]1C(O)=O.C(=O)([O-])[O-].[Na+].[Na+].[N-:32]=[N+:33]=[N-:34].[Na+]. (4) Given the product [Cl:25][C:5]1[CH:6]=[C:7]([NH:8][S:9]([C:12]2[CH:13]=[CH:14][C:15]([O:18][CH:19]([CH3:20])[CH3:21])=[CH:16][CH:17]=2)(=[O:10])=[O:11])[C:2]([C:29]([C:30]2[C:31]([CH3:36])=[N:32][CH:33]=[CH:34][CH:35]=2)=[O:37])=[N:3][CH:4]=1, predict the reactants needed to synthesize it. The reactants are: Br[C:2]1[C:7]([N:8](COC)[S:9]([C:12]2[CH:17]=[CH:16][C:15]([O:18][CH:19]([CH3:21])[CH3:20])=[CH:14][CH:13]=2)(=[O:11])=[O:10])=[CH:6][C:5]([Cl:25])=[CH:4][N:3]=1.CON(C)[C:29](=[O:37])[C:30]1[CH:35]=[CH:34][CH:33]=[N:32][C:31]=1[CH3:36].Cl.O1CCOCC1. (5) Given the product [C:6]([CH:5]([C:24](=[O:25])[CH2:23][C:20]1[CH:21]=[CH:22][C:17]([CH2:15][CH3:16])=[CH:18][CH:19]=1)[C:4]([O:10][C:11]([CH3:14])([CH3:13])[CH3:12])=[O:9])(=[O:7])[CH3:8], predict the reactants needed to synthesize it. The reactants are: [Cl-].[Mg+2].[Cl-].[C:4]([O:10][C:11]([CH3:14])([CH3:13])[CH3:12])(=[O:9])[CH2:5][C:6]([CH3:8])=[O:7].[CH2:15]([C:17]1[CH:22]=[CH:21][C:20]([CH2:23][C:24](Cl)=[O:25])=[CH:19][CH:18]=1)[CH3:16].C(O)(=O)CC(CC(O)=O)(C(O)=O)O. (6) Given the product [O:5]=[C:6]1[C@@H:9]([NH:10][C:18](=[O:28])[CH2:19][CH2:20][CH2:21][CH2:22][CH2:23][CH2:24][CH2:25][CH2:26][CH3:27])[CH2:8][NH:7]1, predict the reactants needed to synthesize it. The reactants are: C([O-])(=O)C.[O:5]=[C:6]1[C@@H:9]([NH3+:10])[CH2:8][NH:7]1.CCN(CC)CC.[C:18](Cl)(=[O:28])[CH2:19][CH2:20][CH2:21][CH2:22][CH2:23][CH2:24][CH2:25][CH2:26][CH3:27]. (7) Given the product [Br:1][C:2]1[CH:7]=[CH:6][N:5]=[C:4]([N:9]2[CH2:15][CH2:14][CH2:13][N:12]([C:18]([NH2:20])=[O:16])[CH2:11][CH2:10]2)[CH:3]=1, predict the reactants needed to synthesize it. The reactants are: [Br:1][C:2]1[CH:7]=[CH:6][N:5]=[C:4](Cl)[CH:3]=1.[NH:9]1[CH2:15][CH2:14][CH2:13][NH:12][CH2:11][CH2:10]1.[OH-:16].[Na+].[C:18](#[N:20])C. (8) Given the product [C:1]([O:5][C:6]([N:8]1[CH2:14][CH2:13][CH2:12][N:11]([C:15]2[CH:20]=[CH:19][CH:18]=[C:17]([C:21]([N:24]3[CH2:28][CH2:27][C@@H:26]([OH:29])[CH2:25]3)=[O:23])[N:16]=2)[CH2:10][CH2:9]1)=[O:7])([CH3:3])([CH3:4])[CH3:2], predict the reactants needed to synthesize it. The reactants are: [C:1]([O:5][C:6]([N:8]1[CH2:14][CH2:13][CH2:12][N:11]([C:15]2[CH:20]=[CH:19][CH:18]=[C:17]([C:21]([OH:23])=O)[N:16]=2)[CH2:10][CH2:9]1)=[O:7])([CH3:4])([CH3:3])[CH3:2].[NH:24]1[CH2:28][CH2:27][C@@H:26]([OH:29])[CH2:25]1.N1(OC(N(C)C)=[N+](C)C)C2N=CC=CC=2N=N1.CN(C(ON1N=NC2C=CC=NC1=2)=[N+](C)C)C.F[P-](F)(F)(F)(F)F.C(N(CC)C(C)C)(C)C. (9) Given the product [CH3:1][O:2][C:3](=[O:21])[CH2:4][O:5][C:6]1[CH:11]=[CH:10][C:9]([N:12]([C:13]([O:15][C:16]([CH3:17])([CH3:18])[CH3:19])=[O:14])[CH2:25][C:26]2[S:30][C:29]([C:31]3[CH:32]=[CH:33][C:34]([C:37]([F:40])([F:38])[F:39])=[CH:35][CH:36]=3)=[N:28][C:27]=2[CH3:41])=[CH:8][C:7]=1[CH3:20], predict the reactants needed to synthesize it. The reactants are: [CH3:1][O:2][C:3](=[O:21])[CH2:4][O:5][C:6]1[CH:11]=[CH:10][C:9]([NH:12][C:13]([O:15][C:16]([CH3:19])([CH3:18])[CH3:17])=[O:14])=[CH:8][C:7]=1[CH3:20].[I-].[Na+].Cl[CH2:25][C:26]1[S:30][C:29]([C:31]2[CH:36]=[CH:35][C:34]([C:37]([F:40])([F:39])[F:38])=[CH:33][CH:32]=2)=[N:28][C:27]=1[CH3:41].[H-].[Na+].OS([O-])(=O)=O.[K+]. (10) Given the product [C:1]([O:5][C:6](=[O:17])[C:7]1[CH:12]=[CH:11][C:10]([CH:13]=[O:22])=[C:9]([F:15])[C:8]=1[F:16])([CH3:4])([CH3:3])[CH3:2], predict the reactants needed to synthesize it. The reactants are: [C:1]([O:5][C:6](=[O:17])[C:7]1[CH:12]=[CH:11][C:10]([CH2:13]Br)=[C:9]([F:15])[C:8]=1[F:16])([CH3:4])([CH3:3])[CH3:2].C[N+]([O-:22])(C)C.